Dataset: Catalyst prediction with 721,799 reactions and 888 catalyst types from USPTO. Task: Predict which catalyst facilitates the given reaction. (1) Reactant: [CH3:1][C:2]([CH3:33])([CH2:10][CH2:11][C@H:12]1[CH2:17][CH2:16][CH2:15][C@@H:14]([O:18][CH2:19][C:20]2[N:21]=[C:22]([C:26]3[CH:31]=[CH:30][C:29]([CH3:32])=[CH:28][CH:27]=3)[O:23][C:24]=2[CH3:25])[CH2:13]1)[C:3]([O:5]C(C)(C)C)=[O:4].FC(F)(F)C(O)=O.C1(C)C=CC=CC=1. Product: [CH3:1][C:2]([CH3:33])([CH2:10][CH2:11][C@H:12]1[CH2:17][CH2:16][CH2:15][C@@H:14]([O:18][CH2:19][C:20]2[N:21]=[C:22]([C:26]3[CH:31]=[CH:30][C:29]([CH3:32])=[CH:28][CH:27]=3)[O:23][C:24]=2[CH3:25])[CH2:13]1)[C:3]([OH:5])=[O:4]. The catalyst class is: 4. (2) Reactant: [Br:1][C:2]1[CH:3]=[C:4]([NH:8][CH2:9][CH2:10][CH:11]([C:13]2[CH:18]=[CH:17][CH:16]=[CH:15][C:14]=2[Cl:19])[OH:12])[CH:5]=[CH:6][CH:7]=1.Cl[C:21](Cl)([O:23]C(=O)OC(Cl)(Cl)Cl)Cl.CCN(C(C)C)C(C)C.N1C=CC=CC=1. Product: [Br:1][C:2]1[CH:3]=[C:4]([N:8]2[CH2:9][CH2:10][CH:11]([C:13]3[CH:18]=[CH:17][CH:16]=[CH:15][C:14]=3[Cl:19])[O:12][C:21]2=[O:23])[CH:5]=[CH:6][CH:7]=1. The catalyst class is: 10. (3) Reactant: [C:1]1([CH2:7][CH2:8][CH2:9][CH:10]([NH:20][C:21]([CH:23]2[CH2:28][CH2:27][N:26]([C:29]([CH:31]3[CH2:36][CH2:35][NH:34][CH2:33][CH2:32]3)=[O:30])[CH2:25][CH2:24]2)=[O:22])[CH2:11][CH2:12][CH2:13][C:14]2[CH:19]=[CH:18][CH:17]=[CH:16][CH:15]=2)[CH:6]=[CH:5][CH:4]=[CH:3][CH:2]=1.[O:37]1[CH2:39][C@@H:38]1[CH2:40][O:41][C:42]1[CH:51]=[CH:50][CH:49]=[C:48]2[C:43]=1[CH:44]=[CH:45][CH:46]=[N:47]2. Product: [C:1]1([CH2:7][CH2:8][CH2:9][CH:10]([NH:20][C:21]([CH:23]2[CH2:24][CH2:25][N:26]([C:29]([CH:31]3[CH2:36][CH2:35][N:34]([CH2:39][C@@H:38]([OH:37])[CH2:40][O:41][C:42]4[CH:51]=[CH:50][CH:49]=[C:48]5[C:43]=4[CH:44]=[CH:45][CH:46]=[N:47]5)[CH2:33][CH2:32]3)=[O:30])[CH2:27][CH2:28]2)=[O:22])[CH2:11][CH2:12][CH2:13][C:14]2[CH:15]=[CH:16][CH:17]=[CH:18][CH:19]=2)[CH:6]=[CH:5][CH:4]=[CH:3][CH:2]=1. The catalyst class is: 8. (4) Reactant: [CH3:1][C:2]1[CH:3]=[C:4]([NH:8][C:9]2[S:10][C:11]([CH:20]=O)=[C:12]([C:14]3[CH:19]=[CH:18][N:17]=[CH:16][CH:15]=3)[N:13]=2)[CH:5]=[CH:6][CH:7]=1.C1(P(=[CH:41][C:42]([O:44][CH3:45])=[O:43])(C2C=CC=CC=2)C2C=CC=CC=2)C=CC=CC=1. Product: [CH3:1][C:2]1[CH:3]=[C:4]([NH:8][C:9]2[S:10][C:11](/[CH:20]=[CH:41]/[C:42]([O:44][CH3:45])=[O:43])=[C:12]([C:14]3[CH:15]=[CH:16][N:17]=[CH:18][CH:19]=3)[N:13]=2)[CH:5]=[CH:6][CH:7]=1. The catalyst class is: 2.